This data is from Catalyst prediction with 721,799 reactions and 888 catalyst types from USPTO. The task is: Predict which catalyst facilitates the given reaction. (1) Reactant: [CH3:1][C:2]1[C:3](=[O:19])[N:4]([CH2:12][C:13]2[CH:18]=[CH:17][CH:16]=[CH:15][CH:14]=2)[C:5]([CH2:9][CH2:10][CH3:11])=[N:6][C:7]=1[CH3:8].C([O-])(=O)C.[Na+].[Br:25]Br. Product: [Br:25][CH:9]([C:5]1[N:4]([CH2:12][C:13]2[CH:14]=[CH:15][CH:16]=[CH:17][CH:18]=2)[C:3](=[O:19])[C:2]([CH3:1])=[C:7]([CH3:8])[N:6]=1)[CH2:10][CH3:11]. The catalyst class is: 86. (2) Reactant: [NH:1]1[C:5]2[CH:6]=[CH:7][CH:8]=[CH:9][C:4]=2[N:3]=[C:2]1[C@H:10]1[CH2:15][CH2:14][CH2:13][C@@H:12]([NH:16][C:17]([C:19]2[CH:28]=[CH:27][C:22]3[O:23][CH2:24][CH2:25][O:26][C:21]=3[CH:20]=2)=[O:18])[CH2:11]1.IC.[C:31](=O)([O-])[O-].[K+].[K+]. Product: [CH3:31][N:1]1[C:5]2[CH:6]=[CH:7][CH:8]=[CH:9][C:4]=2[N:3]=[C:2]1[C@H:10]1[CH2:15][CH2:14][CH2:13][C@@H:12]([NH:16][C:17]([C:19]2[CH:28]=[CH:27][C:22]3[O:23][CH2:24][CH2:25][O:26][C:21]=3[CH:20]=2)=[O:18])[CH2:11]1. The catalyst class is: 3. (3) Reactant: I[C:2]1[CH:11]=[C:10]2[C:5]([CH:6]=[C:7]([C:13]3[CH:18]=[CH:17][CH:16]=[CH:15][C:14]=3[C:19]([F:22])([F:21])[F:20])[NH:8][C:9]2=[O:12])=[CH:4][CH:3]=1.[NH:23]1[CH:27]=[CH:26][N:25]=[CH:24]1.P([O-])([O-])([O-])=O.[K+].[K+].[K+].CNCCNC.[Cl-].[NH4+]. Product: [N:23]1([C:2]2[CH:11]=[C:10]3[C:5]([CH:6]=[C:7]([C:13]4[CH:18]=[CH:17][CH:16]=[CH:15][C:14]=4[C:19]([F:22])([F:21])[F:20])[NH:8][C:9]3=[O:12])=[CH:4][CH:3]=2)[CH:27]=[CH:26][N:25]=[CH:24]1. The catalyst class is: 830. (4) Reactant: Cl.[Cl:2][C:3]1[CH:8]=[CH:7][C:6]([C:9]2[CH2:10][CH2:11][NH:12][CH2:13][CH:14]=2)=[CH:5][CH:4]=1.C(N(CC)CC)C.[C:22](=O)([O:28]C(C)(C)C)[O:23][C:24]([CH3:27])([CH3:26])[CH3:25]. Product: [C:24]([O:23][C:22]([N:12]1[CH2:11][CH:10]=[C:9]([C:6]2[CH:7]=[CH:8][C:3]([Cl:2])=[CH:4][CH:5]=2)[CH2:14][CH2:13]1)=[O:28])([CH3:27])([CH3:26])[CH3:25]. The catalyst class is: 4. (5) Reactant: CO[C:3](=[O:20])[C:4]#[C:5][C:6]([C:12]1[CH:17]=[C:16]([Cl:18])[CH:15]=[C:14]([Cl:19])[CH:13]=1)([OH:11])[C:7]([F:10])([F:9])[F:8].[C:21]([OH:24])(=[O:23])[CH3:22].[C:34](P([C:34]([CH3:37])([CH3:36])[CH3:35])[C:34]([CH3:37])([CH3:36])[CH3:35])([CH3:37])([CH3:36])[CH3:35].[CH:38]1(P([CH:38]2[CH2:43][CH2:42][CH2:41][CH2:40][CH2:39]2)[CH:38]2[CH2:43][CH2:42][CH2:41][CH2:40][CH2:39]2)[CH2:43][CH2:42][CH2:41][CH2:40][CH2:39]1. Product: [C:34]([O:23][C:21](=[O:24])[C:22]1[CH:42]=[CH:43][C:38]([C:4]2[C:3](=[O:20])[O:11][C:6]([C:12]3[CH:13]=[C:14]([Cl:19])[CH:15]=[C:16]([Cl:18])[CH:17]=3)([C:7]([F:8])([F:9])[F:10])[CH:5]=2)=[CH:39][C:40]=1[CH3:41])([CH3:35])([CH3:36])[CH3:37]. The catalyst class is: 160. (6) Reactant: [F:1][C:2]1[CH:7]=[C:6]([F:8])[CH:5]=[CH:4][C:3]=1[CH:9]([N:13]1[CH2:18][CH2:17][CH2:16][CH2:15][CH2:14]1)[C:10]([OH:12])=[O:11].C1CCC(N=C=NC2CCCCC2)CC1.C1C=CC2N(O)N=NC=2C=1.[N:44]12[CH2:51][CH2:50][CH:47]([CH2:48][CH2:49]1)[C@@H:46](O)[CH2:45]2. Product: [F:1][C:2]1[CH:7]=[C:6]([F:8])[CH:5]=[CH:4][C:3]=1[CH:9]([N:13]1[CH2:18][CH2:17][CH2:16][CH2:15][CH2:14]1)[C:10]([O:12][C@@H:46]1[CH:47]2[CH2:50][CH2:51][N:44]([CH2:49][CH2:48]2)[CH2:45]1)=[O:11]. The catalyst class is: 1.